Dataset: Full USPTO retrosynthesis dataset with 1.9M reactions from patents (1976-2016). Task: Predict the reactants needed to synthesize the given product. The reactants are: Cl[C:2]1[N:20]=[C:5]2[C:6]([C:10]3[CH:15]=[CH:14][C:13]([S:16]([CH3:19])(=[O:18])=[O:17])=[CH:12][CH:11]=3)=[CH:7][CH:8]=[CH:9][N:4]2[N:3]=1.[NH2:21][C:22]1[CH:23]=[C:24]([N:28]2[CH2:33][CH2:32][N:31]([CH2:34][CH3:35])[CH2:30][C:29]2=[O:36])[CH:25]=[CH:26][CH:27]=1.C1(P(C2CCCCC2)C2C=CC=CC=2C2C=CC=CC=2P(C2CCCCC2)C2CCCCC2)CCCCC1. Given the product [CH2:34]([N:31]1[CH2:32][CH2:33][N:28]([C:24]2[CH:25]=[CH:26][CH:27]=[C:22]([NH:21][C:2]3[N:20]=[C:5]4[C:6]([C:10]5[CH:15]=[CH:14][C:13]([S:16]([CH3:19])(=[O:18])=[O:17])=[CH:12][CH:11]=5)=[CH:7][CH:8]=[CH:9][N:4]4[N:3]=3)[CH:23]=2)[C:29](=[O:36])[CH2:30]1)[CH3:35], predict the reactants needed to synthesize it.